Dataset: Catalyst prediction with 721,799 reactions and 888 catalyst types from USPTO. Task: Predict which catalyst facilitates the given reaction. (1) Reactant: Cl.[CH3:2][NH:3][O:4][CH3:5].[CH2:6]([N:13]1[CH2:18][CH2:17][CH:16]([C:19]([O:21]C)=O)[CH2:15][CH2:14]1)[C:7]1[CH:12]=[CH:11][CH:10]=[CH:9][CH:8]=1.C([Mg]Br)(C)C.[Cl-].[NH4+]. Product: [CH2:6]([N:13]1[CH2:14][CH2:15][CH:16]([C:19]([N:3]([O:4][CH3:5])[CH3:2])=[O:21])[CH2:17][CH2:18]1)[C:7]1[CH:8]=[CH:9][CH:10]=[CH:11][CH:12]=1. The catalyst class is: 1. (2) Reactant: [Si]([O:8][CH2:9][CH2:10][CH2:11][CH2:12][C:13]1[CH:25]=[CH:24][C:16]2[C:17]([C:20]([F:23])([F:22])[F:21])=[N:18][O:19][C:15]=2[C:14]=1[CH2:26][CH2:27][CH3:28])(C(C)(C)C)(C)C.[F-].C([N+](CCCC)(CCCC)CCCC)CCC.C([O-])(O)=O.[Na+]. Product: [CH2:26]([C:14]1[C:15]2[O:19][N:18]=[C:17]([C:20]([F:21])([F:23])[F:22])[C:16]=2[CH:24]=[CH:25][C:13]=1[CH2:12][CH2:11][CH2:10][CH2:9][OH:8])[CH2:27][CH3:28]. The catalyst class is: 1. (3) Reactant: [CH3:1][C:2]1([CH3:15])[C:5](=[O:6])[CH2:4][CH:3]1[NH:7][C:8](=[O:14])[O:9][C:10]([CH3:13])([CH3:12])[CH3:11].[CH3:16][Li]. Product: [OH:6][C:5]1([CH3:16])[CH2:4][CH:3]([NH:7][C:8](=[O:14])[O:9][C:10]([CH3:13])([CH3:12])[CH3:11])[C:2]1([CH3:15])[CH3:1]. The catalyst class is: 1. (4) Reactant: [C:1]([CH2:4][C:5]1[CH:9]=[CH:8][O:7][C:6]=1[CH2:10][C:11](O)=[O:12])(O)=[O:2]. Product: [OH:2][CH2:1][CH2:4][C:5]1[CH:9]=[CH:8][O:7][C:6]=1[CH2:10][CH2:11][OH:12]. The catalyst class is: 1. (5) Reactant: Cl.[NH2:2][C@@H:3]([CH2:18][OH:19])[C:4]([N:6]([CH3:17])[C@H:7]1[C:16]2[C:11](=[CH:12][CH:13]=[CH:14][CH:15]=2)[CH2:10][CH2:9][CH2:8]1)=[O:5].CN1CCOCC1.[CH3:27][C:28]1[N:32]([CH2:33][C:34]([N:36]2[CH2:41][CH2:40][CH:39]([C:42](O)=[O:43])[CH2:38][CH2:37]2)=[O:35])[N:31]=[C:30]([C:45]([F:48])([F:47])[F:46])[CH:29]=1.ON1C2C=CC=CC=2N=N1.CC(N=C=NC(C)C)C. Product: [OH:19][CH2:18][C@H:3]([NH:2][C:42]([CH:39]1[CH2:40][CH2:41][N:36]([C:34](=[O:35])[CH2:33][N:32]2[C:28]([CH3:27])=[CH:29][C:30]([C:45]([F:46])([F:48])[F:47])=[N:31]2)[CH2:37][CH2:38]1)=[O:43])[C:4]([N:6]([CH3:17])[C@H:7]1[C:16]2[C:11](=[CH:12][CH:13]=[CH:14][CH:15]=2)[CH2:10][CH2:9][CH2:8]1)=[O:5]. The catalyst class is: 7. (6) Reactant: IC1C=CC=CC=1S(O)(=O)=O.OOS([O-])=O.[K+].[CH3:18][CH2:19][CH2:20][CH2:21][CH:22]([OH:27])[CH2:23][CH2:24][CH2:25][CH3:26]. Product: [CH3:18][CH2:19][CH2:20][CH2:21][C:22](=[O:27])[CH2:23][CH2:24][CH2:25][CH3:26]. The catalyst class is: 463.